Dataset: Catalyst prediction with 721,799 reactions and 888 catalyst types from USPTO. Task: Predict which catalyst facilitates the given reaction. (1) Reactant: [CH3:1][O:2][CH:3]1[O:9][C@H:8]([CH2:10]O)[C@@H:6]([OH:7])[C@H:4]1[OH:5].C(N(CC)CC)C.S(Cl)([Cl:21])=O. Product: [CH3:1][O:2][CH:3]1[O:9][C@H:8]([CH2:10][Cl:21])[C@@H:6]([OH:7])[C@H:4]1[OH:5]. The catalyst class is: 10. (2) Reactant: [CH2:1]([N:8]1[CH2:12][CH2:11][C@H:10]([NH2:13])[CH2:9]1)[C:2]1[CH:7]=[CH:6][CH:5]=[CH:4][CH:3]=1.[F:14][C:15]([F:20])([F:19])[CH2:16][CH:17]=O.[BH-](OC(C)=O)(OC(C)=O)OC(C)=O.[Na+].C([O-])(O)=O.[Na+]. Product: [CH2:1]([N:8]1[CH2:12][CH2:11][C@H:10]([NH:13][CH2:17][CH2:16][C:15]([F:20])([F:19])[F:14])[CH2:9]1)[C:2]1[CH:3]=[CH:4][CH:5]=[CH:6][CH:7]=1. The catalyst class is: 26. (3) Reactant: [F-:1].C[N+](C)(C)C.[S:7]([F:11])(F)(=[O:9])=[O:8].[F:12][C:13]([F:21])=[C:14]([F:20])[O:15][C:16]([F:19])([F:18])[F:17]. Product: [F:20][C:14]([O:15][C:16]([F:19])([F:18])[F:17])([S:7]([F:11])(=[O:9])=[O:8])[C:13]([F:1])([F:21])[F:12]. The catalyst class is: 270. (4) Reactant: [Cl:1][C:2]1[CH:3]=[C:4]([C:9]2([C:22]([F:25])([F:24])[F:23])[O:13][C:12]([C:14]3[CH:19]=[CH:18][C:17](F)=[C:16]([CH3:21])[CH:15]=3)=[N:11][CH2:10]2)[CH:5]=[C:6]([Cl:8])[CH:7]=1.[SH:26][CH2:27][C:28]([NH:30][CH2:31][C:32]([F:35])([F:34])[F:33])=[O:29].C(=O)([O-])[O-].[K+].[K+]. Product: [Cl:8][C:6]1[CH:5]=[C:4]([C:9]2([C:22]([F:23])([F:25])[F:24])[O:13][C:12]([C:14]3[CH:19]=[CH:18][C:17]([S:26][CH2:27][C:28]([NH:30][CH2:31][C:32]([F:35])([F:34])[F:33])=[O:29])=[C:16]([CH3:21])[CH:15]=3)=[N:11][CH2:10]2)[CH:3]=[C:2]([Cl:1])[CH:7]=1. The catalyst class is: 31. (5) Reactant: [H-].[Na+].[F:3][C:4]1[C:9]([C:10]2[NH:14][CH:13]=[C:12]([CH2:15][N:16]([CH3:24])[C:17](=[O:23])[O:18][C:19]([CH3:22])([CH3:21])[CH3:20])[C:11]=2[F:25])=[CH:8][CH:7]=[CH:6][N:5]=1.C1OCCOCCOCCOCCOC1.[Cl:41][C:42]1[S:46][C:45]([S:47](Cl)(=[O:49])=[O:48])=[CH:44][CH:43]=1. Product: [Cl:41][C:42]1[S:46][C:45]([S:47]([N:14]2[C:10]([C:9]3[C:4]([F:3])=[N:5][CH:6]=[CH:7][CH:8]=3)=[C:11]([F:25])[C:12]([CH2:15][N:16]([CH3:24])[C:17](=[O:23])[O:18][C:19]([CH3:21])([CH3:22])[CH3:20])=[CH:13]2)(=[O:49])=[O:48])=[CH:44][CH:43]=1. The catalyst class is: 30. (6) Reactant: C(NC(C)C)(C)C.[Li]CCCC.[CH2:13]([C:15]1[C:23]2[C:18](=[N:19][CH:20]=[C:21]3[CH:26]=[N:25][N:24]([CH3:27])[C:22]3=2)[N:17]([S:28]([C:31]2[CH:37]=[CH:36][C:34]([CH3:35])=[CH:33][CH:32]=2)(=[O:30])=[O:29])[CH:16]=1)[CH3:14].[I:38]I.CC(O)=O.[NH4+].[Cl-]. Product: [CH2:13]([C:15]1[C:23]2[C:18](=[N:19][CH:20]=[C:21]3[CH:26]=[N:25][N:24]([CH3:27])[C:22]3=2)[N:17]([S:28]([C:31]2[CH:32]=[CH:33][C:34]([CH3:35])=[CH:36][CH:37]=2)(=[O:30])=[O:29])[C:16]=1[I:38])[CH3:14]. The catalyst class is: 387. (7) Reactant: [Br:1][C:2]1[CH:3]=[C:4]([NH2:9])[C:5]([Cl:8])=[N:6][CH:7]=1.C1COCC1.C[Si]([N-][Si](C)(C)C)(C)C.[Na+].[CH:25]1([S:31](Cl)(=[O:33])=[O:32])[CH2:30][CH2:29][CH2:28][CH2:27][CH2:26]1. Product: [Br:1][C:2]1[CH:3]=[C:4]([NH:9][S:31]([CH:25]2[CH2:30][CH2:29][CH2:28][CH2:27][CH2:26]2)(=[O:33])=[O:32])[C:5]([Cl:8])=[N:6][CH:7]=1. The catalyst class is: 34. (8) Reactant: [C:1]1(N)C(F)=C(F)C(F)=C(N)[C:2]=1F.Cl.Cl.[N:15]1([C:21]2[CH:26]=[CH:25][C:24]([C@@:27]34[CH2:32][C@@H:31]3[CH2:30][NH:29][CH2:28]4)=[CH:23][CH:22]=2)[CH2:20][CH2:19][O:18][CH2:17][CH2:16]1.CCN(C(C)C)C(C)C.C(I)C. Product: [CH2:1]([N:29]1[CH2:30][C@@H:31]2[C@@:27]([C:24]3[CH:23]=[CH:22][C:21]([N:15]4[CH2:20][CH2:19][O:18][CH2:17][CH2:16]4)=[CH:26][CH:25]=3)([CH2:32]2)[CH2:28]1)[CH3:2]. The catalyst class is: 18. (9) Reactant: Br[C:2]1[CH:3]=[C:4]([NH:18][C:19]2[CH:24]=[CH:23][N:22]=[CH:21][CH:20]=2)[CH:5]=[C:6]([O:8]CC2C=CC(OC)=CC=2)[CH:7]=1.N[C:26]1[CH:31]=[CH:30][N:29]=[CH:28][CH:27]=1.Br[C:33]1[CH:38]=C(OCC2C=CC(OC)=CC=2)C=C(Br)[CH:34]=1.CC1(C)C2C(=C(P(C3C=CC=CC=3)C3C=CC=CC=3)C=CC=2)OC2C(P(C3C=CC=CC=3)C3C=CC=CC=3)=CC=CC1=2.CC(C)([O-])C.[Na+]. Product: [NH:29]1[C:28]2[C:26](=[C:34]([C:2]3[CH:7]=[C:6]([OH:8])[CH:5]=[C:4]([NH:18][C:19]4[CH:20]=[CH:21][N:22]=[CH:23][CH:24]=4)[CH:3]=3)[CH:33]=[CH:38][CH:27]=2)[CH:31]=[CH:30]1. The catalyst class is: 12. (10) Reactant: C[O:2][C:3](=[O:13])[CH2:4][NH:5][C:6]1[CH:11]=[CH:10][CH:9]=[C:8]([Cl:12])[CH:7]=1.[OH-].[Na+].O. Product: [Cl:12][C:8]1[CH:7]=[C:6]([NH:5][CH2:4][C:3]([OH:13])=[O:2])[CH:11]=[CH:10][CH:9]=1. The catalyst class is: 162.